This data is from NCI-60 drug combinations with 297,098 pairs across 59 cell lines. The task is: Regression. Given two drug SMILES strings and cell line genomic features, predict the synergy score measuring deviation from expected non-interaction effect. (1) Drug 1: C(CC(=O)O)C(=O)CN.Cl. Drug 2: CCC1(C2=C(COC1=O)C(=O)N3CC4=CC5=C(C=CC(=C5CN(C)C)O)N=C4C3=C2)O.Cl. Cell line: EKVX. Synergy scores: CSS=15.3, Synergy_ZIP=-4.44, Synergy_Bliss=-1.06, Synergy_Loewe=-0.506, Synergy_HSA=-0.787. (2) Drug 1: CNC(=O)C1=CC=CC=C1SC2=CC3=C(C=C2)C(=NN3)C=CC4=CC=CC=N4. Drug 2: CS(=O)(=O)OCCCCOS(=O)(=O)C. Cell line: NCI/ADR-RES. Synergy scores: CSS=-2.35, Synergy_ZIP=-0.642, Synergy_Bliss=-4.06, Synergy_Loewe=-4.82, Synergy_HSA=-5.42. (3) Drug 1: C1CN1P(=S)(N2CC2)N3CC3. Drug 2: N.N.Cl[Pt+2]Cl. Cell line: IGROV1. Synergy scores: CSS=69.2, Synergy_ZIP=-4.92, Synergy_Bliss=-2.04, Synergy_Loewe=-0.197, Synergy_HSA=1.88. (4) Drug 1: CNC(=O)C1=CC=CC=C1SC2=CC3=C(C=C2)C(=NN3)C=CC4=CC=CC=N4. Drug 2: CC1=C(C=C(C=C1)C(=O)NC2=CC(=CC(=C2)C(F)(F)F)N3C=C(N=C3)C)NC4=NC=CC(=N4)C5=CN=CC=C5. Cell line: ACHN. Synergy scores: CSS=8.22, Synergy_ZIP=-0.274, Synergy_Bliss=3.45, Synergy_Loewe=1.74, Synergy_HSA=1.48. (5) Drug 1: C1=NC(=NC(=O)N1C2C(C(C(O2)CO)O)O)N. Drug 2: B(C(CC(C)C)NC(=O)C(CC1=CC=CC=C1)NC(=O)C2=NC=CN=C2)(O)O. Cell line: UACC62. Synergy scores: CSS=46.2, Synergy_ZIP=-7.57, Synergy_Bliss=-8.95, Synergy_Loewe=-10.4, Synergy_HSA=-6.20. (6) Drug 1: CS(=O)(=O)CCNCC1=CC=C(O1)C2=CC3=C(C=C2)N=CN=C3NC4=CC(=C(C=C4)OCC5=CC(=CC=C5)F)Cl. Drug 2: CCCCC(=O)OCC(=O)C1(CC(C2=C(C1)C(=C3C(=C2O)C(=O)C4=C(C3=O)C=CC=C4OC)O)OC5CC(C(C(O5)C)O)NC(=O)C(F)(F)F)O. Cell line: OVCAR-8. Synergy scores: CSS=38.6, Synergy_ZIP=6.45, Synergy_Bliss=7.81, Synergy_Loewe=0.139, Synergy_HSA=8.32. (7) Drug 1: C1=NC2=C(N1)C(=S)N=CN2. Drug 2: C1CNP(=O)(OC1)N(CCCl)CCCl. Cell line: NCI-H226. Synergy scores: CSS=26.0, Synergy_ZIP=-6.73, Synergy_Bliss=2.02, Synergy_Loewe=-15.9, Synergy_HSA=2.38.